Dataset: Catalyst prediction with 721,799 reactions and 888 catalyst types from USPTO. Task: Predict which catalyst facilitates the given reaction. Reactant: [C:1]([O:5][C:6]([N:8]1[CH2:13][CH2:12][CH:11]([C:14]2[CH:15]=[C:16]3[C:25](=[CH:26][C:27]=2Br)[O:24][CH2:23][C:22]2[N:17]3[CH:18]([CH3:30])[C:19](=[O:29])[NH:20][N:21]=2)[CH2:10][CH2:9]1)=[O:7])([CH3:4])([CH3:3])[CH3:2].C(OC(N1CC=C(B2OC(C)(C)C(C)(C)O2)CC1)=O)(C)(C)C.C([O-])([O-])=O.[K+].[K+]. Product: [C:1]([O:5][C:6]([N:8]1[CH2:9][CH:10]=[C:11]([C:14]2[CH:15]=[C:16]3[C:25](=[CH:26][CH:27]=2)[O:24][CH2:23][C:22]2[N:17]3[CH:18]([CH3:30])[C:19](=[O:29])[NH:20][N:21]=2)[CH2:12][CH2:13]1)=[O:7])([CH3:4])([CH3:2])[CH3:3]. The catalyst class is: 38.